From a dataset of Forward reaction prediction with 1.9M reactions from USPTO patents (1976-2016). Predict the product of the given reaction. Given the reactants [Cl:1][C:2]1[C:3]([O:12][C:13]2[CH:18]=[C:17]([O:19][CH2:20][CH2:21][O:22][CH3:23])[CH:16]=[CH:15][C:14]=2[CH2:24][CH2:25][CH2:26][NH2:27])=[N:4][CH:5]=[C:6]([C:8]([F:11])([F:10])[F:9])[CH:7]=1.N1C=CC=CC=1.Cl[C:35]1[CH:40]=[CH:39][CH:38]=[CH:37][C:36]=1[S:41](Cl)(=[O:43])=[O:42].[ClH:45], predict the reaction product. The product is: [Cl:45][C:39]1[CH:38]=[CH:37][C:36]([S:41]([NH:27][CH2:26][CH2:25][CH2:24][C:14]2[CH:15]=[CH:16][C:17]([O:19][CH2:20][CH2:21][O:22][CH3:23])=[CH:18][C:13]=2[O:12][C:3]2[C:2]([Cl:1])=[CH:7][C:6]([C:8]([F:9])([F:11])[F:10])=[CH:5][N:4]=2)(=[O:43])=[O:42])=[CH:35][CH:40]=1.